This data is from Reaction yield outcomes from USPTO patents with 853,638 reactions. The task is: Predict the reaction yield, written as a fraction of the theoretical maximum amount of product (1.0 means a 100% yield; for example, 0.34 means a 34% yield). The catalyst is ClCCl. The yield is 0.830. The reactants are [CH3:1][C@H:2]1[CH2:11][C@@H:10]([NH:12][C:13]2[CH:18]=[CH:17][CH:16]=[CH:15][CH:14]=2)[C:9]2[C:4](=[CH:5][CH:6]=[CH:7][CH:8]=2)[NH:3]1.C(N([CH:25]([CH3:27])C)CC)(C)C.[O:28]1[CH:32]=[CH:31][CH:30]=[C:29]1[C:33](Cl)=[O:34].[OH2:36]. The product is [O:28]1[CH:32]=[CH:31][CH:30]=[C:29]1[C:33]([N:3]1[C:4]2[C:9](=[CH:8][CH:7]=[CH:6][CH:5]=2)[C@H:10]([N:12]([C:13]2[CH:18]=[CH:17][CH:16]=[CH:15][CH:14]=2)[C:25](=[O:36])[CH3:27])[CH2:11][C@@H:2]1[CH3:1])=[O:34].